Dataset: Reaction yield outcomes from USPTO patents with 853,638 reactions. Task: Predict the reaction yield, written as a fraction of the theoretical maximum amount of product (1.0 means a 100% yield; for example, 0.34 means a 34% yield). The reactants are [OH:1][C:2]1[CH:7]=[C:6]([CH3:8])[C:5]([C:9]2[CH:14]=[CH:13][CH:12]=[C:11]([CH:15]=[O:16])[CH:10]=2)=[C:4]([CH3:17])[CH:3]=1.CC1C=CC(S(O[CH2:29][CH2:30][CH2:31][S:32]([CH3:35])(=[O:34])=[O:33])(=O)=O)=CC=1.C(=O)([O-])[O-].[K+].[K+].O. The catalyst is CN(C)C=O. The product is [CH3:8][C:6]1[CH:7]=[C:2]([O:1][CH2:29][CH2:30][CH2:31][S:32]([CH3:35])(=[O:34])=[O:33])[CH:3]=[C:4]([CH3:17])[C:5]=1[C:9]1[CH:14]=[CH:13][CH:12]=[C:11]([CH:15]=[O:16])[CH:10]=1. The yield is 0.770.